From a dataset of Catalyst prediction with 721,799 reactions and 888 catalyst types from USPTO. Predict which catalyst facilitates the given reaction. (1) Reactant: [F:8][C:7]([F:10])([F:9])[C:6](O[C:6](=[O:11])[C:7]([F:10])([F:9])[F:8])=[O:11].[CH3:14][NH:15][C@@H:16]1[CH2:20][CH2:19][N:18]([C:21]2[CH:26]=[CH:25][C:24]([N+:27]([O-:29])=[O:28])=[CH:23][CH:22]=2)[CH2:17]1. Product: [F:10][C:7]([F:8])([F:9])[C:6]([N:15]([CH3:14])[C@@H:16]1[CH2:20][CH2:19][N:18]([C:21]2[CH:22]=[CH:23][C:24]([N+:27]([O-:29])=[O:28])=[CH:25][CH:26]=2)[CH2:17]1)=[O:11]. The catalyst class is: 228. (2) Reactant: [NH:1]1[CH2:6][CH2:5][CH2:4][CH2:3][CH2:2]1.[C:7](=O)([O-])[O-].[K+].[K+].O.[C:14](O)(=O)[CH2:15][C:16]([CH2:21][C:22](O)=O)([C:18]([OH:20])=O)O. The catalyst class is: 3. Product: [N:1]1([C:15]2[CH:14]=[CH:7][CH:22]=[CH:21][C:16]=2[CH:18]=[O:20])[CH2:6][CH2:5][CH2:4][CH2:3][CH2:2]1.